This data is from NCI-60 drug combinations with 297,098 pairs across 59 cell lines. The task is: Regression. Given two drug SMILES strings and cell line genomic features, predict the synergy score measuring deviation from expected non-interaction effect. (1) Cell line: OVCAR-8. Synergy scores: CSS=0.170, Synergy_ZIP=0.303, Synergy_Bliss=-0.651, Synergy_Loewe=0.278, Synergy_HSA=-1.19. Drug 2: CCN(CC)CCNC(=O)C1=C(NC(=C1C)C=C2C3=C(C=CC(=C3)F)NC2=O)C. Drug 1: C1=CC(=CC=C1C#N)C(C2=CC=C(C=C2)C#N)N3C=NC=N3. (2) Drug 1: CCN(CC)CCNC(=O)C1=C(NC(=C1C)C=C2C3=C(C=CC(=C3)F)NC2=O)C. Drug 2: CC1C(C(CC(O1)OC2CC(OC(C2O)C)OC3=CC4=CC5=C(C(=O)C(C(C5)C(C(=O)C(C(C)O)O)OC)OC6CC(C(C(O6)C)O)OC7CC(C(C(O7)C)O)OC8CC(C(C(O8)C)O)(C)O)C(=C4C(=C3C)O)O)O)O. Cell line: 786-0. Synergy scores: CSS=14.8, Synergy_ZIP=0.651, Synergy_Bliss=-0.514, Synergy_Loewe=-20.4, Synergy_HSA=-1.23. (3) Drug 1: C1C(C(OC1N2C=C(C(=O)NC2=O)F)CO)O. Drug 2: CS(=O)(=O)CCNCC1=CC=C(O1)C2=CC3=C(C=C2)N=CN=C3NC4=CC(=C(C=C4)OCC5=CC(=CC=C5)F)Cl. Cell line: HL-60(TB). Synergy scores: CSS=3.44, Synergy_ZIP=-2.62, Synergy_Bliss=-1.29, Synergy_Loewe=-18.7, Synergy_HSA=-3.96. (4) Drug 2: C1CN(CCN1C(=O)CCBr)C(=O)CCBr. Synergy scores: CSS=5.13, Synergy_ZIP=1.01, Synergy_Bliss=1.46, Synergy_Loewe=-2.77, Synergy_HSA=-1.41. Cell line: SK-OV-3. Drug 1: CC1=C(C(CCC1)(C)C)C=CC(=CC=CC(=CC(=O)O)C)C. (5) Drug 1: C1=NC2=C(N1)C(=S)N=CN2. Drug 2: CC1CCCC2(C(O2)CC(NC(=O)CC(C(C(=O)C(C1O)C)(C)C)O)C(=CC3=CSC(=N3)C)C)C. Cell line: SF-268. Synergy scores: CSS=58.2, Synergy_ZIP=-0.510, Synergy_Bliss=-1.05, Synergy_Loewe=2.61, Synergy_HSA=4.55. (6) Drug 1: C1CC(=O)NC(=O)C1N2CC3=C(C2=O)C=CC=C3N. Drug 2: C1C(C(OC1N2C=NC3=C(N=C(N=C32)Cl)N)CO)O. Cell line: SF-295. Synergy scores: CSS=6.77, Synergy_ZIP=-3.53, Synergy_Bliss=0.397, Synergy_Loewe=1.89, Synergy_HSA=1.92.